Dataset: Catalyst prediction with 721,799 reactions and 888 catalyst types from USPTO. Task: Predict which catalyst facilitates the given reaction. (1) Reactant: C(O[C:4]([C:6]1[S:10][C:9]2[CH:11]=[C:12]([CH2:15][NH:16][CH2:17][C:18]3[CH:23]=[CH:22][C:21]([O:24][CH3:25])=[CH:20][CH:19]=3)[CH:13]=[CH:14][C:8]=2[CH:7]=1)=[O:5])C.[C:26]1(=O)[CH2:31][CH2:30][CH2:29][CH2:28][CH2:27]1.C(O[BH-](OC(=O)C)OC(=O)C)(=O)C.[Na+].C(O)(=O)C.C([O-])(O)=O.[Na+].Cl.[NH2:57][OH:58].C[O-].[Na+]. Product: [OH:58][NH:57][C:4]([C:6]1[S:10][C:9]2[CH:11]=[C:12]([CH2:15][N:16]([CH:26]3[CH2:31][CH2:30][CH2:29][CH2:28][CH2:27]3)[CH2:17][C:18]3[CH:23]=[CH:22][C:21]([O:24][CH3:25])=[CH:20][CH:19]=3)[CH:13]=[CH:14][C:8]=2[CH:7]=1)=[O:5]. The catalyst class is: 68. (2) Reactant: C(=O)([O-])O.[Na+].Cl.[NH2:7][CH2:8][C@H:9]([OH:12])[CH2:10][OH:11].CC1CCCO1.[Cl:19][C:20]1[S:24][C:23]([C:25](Cl)=[O:26])=[CH:22][CH:21]=1. Product: [OH:12][C@H:9]([CH2:10][OH:11])[CH2:8][NH:7][C:25]([C:23]1[S:24][C:20]([Cl:19])=[CH:21][CH:22]=1)=[O:26]. The catalyst class is: 226.